From a dataset of Peptide-MHC class I binding affinity with 185,985 pairs from IEDB/IMGT. Regression. Given a peptide amino acid sequence and an MHC pseudo amino acid sequence, predict their binding affinity value. This is MHC class I binding data. (1) The binding affinity (normalized) is 0.0847. The peptide sequence is GALSRRYPH. The MHC is HLA-A25:01 with pseudo-sequence HLA-A25:01. (2) The peptide sequence is ILVRFNYLA. The MHC is HLA-A11:01 with pseudo-sequence HLA-A11:01. The binding affinity (normalized) is 0.0847. (3) The peptide sequence is ELVNQIIEQL. The MHC is HLA-B15:01 with pseudo-sequence HLA-B15:01. The binding affinity (normalized) is 0.0561. (4) The peptide sequence is CSYKIGHHV. The MHC is HLA-A23:01 with pseudo-sequence HLA-A23:01. The binding affinity (normalized) is 0.0969. (5) The peptide sequence is EAYCALLCK. The MHC is HLA-A29:02 with pseudo-sequence HLA-A29:02. The binding affinity (normalized) is 0.0847. (6) The peptide sequence is ATTNAHCALL. The MHC is HLA-A29:02 with pseudo-sequence HLA-A29:02. The binding affinity (normalized) is 0. (7) The MHC is HLA-B39:01 with pseudo-sequence HLA-B39:01. The peptide sequence is FPRDPVSTF. The binding affinity (normalized) is 0.0847. (8) The peptide sequence is SVMSTFFWE. The MHC is HLA-A23:01 with pseudo-sequence HLA-A23:01. The binding affinity (normalized) is 0.0847.